Dataset: CYP1A2 inhibition data for predicting drug metabolism from PubChem BioAssay. Task: Regression/Classification. Given a drug SMILES string, predict its absorption, distribution, metabolism, or excretion properties. Task type varies by dataset: regression for continuous measurements (e.g., permeability, clearance, half-life) or binary classification for categorical outcomes (e.g., BBB penetration, CYP inhibition). Dataset: cyp1a2_veith. (1) The drug is O=C(O)Cn1ccnc1[N+](=O)[O-]. The result is 0 (non-inhibitor). (2) The result is 0 (non-inhibitor). The drug is CCOc1cc(/C=N/NC(=O)Cc2ccc(C(F)(F)F)cc2[N+](=O)[O-])c(Br)cc1OC. (3) The drug is NS(=O)(=O)c1ccc(CNC(=O)/C=C/c2c(Cl)cccc2Cl)cc1. The result is 1 (inhibitor). (4) The compound is CS[C@]12C(=O)C[C@]3(C)[C@@H](CC[C@@]3(O)C(=O)CO)[C@@H]1CCC1=CC(=O)CC[C@]12C. The result is 0 (non-inhibitor). (5) The compound is Cc1noc(C)c1-c1cc(N(C)C)ncn1. The result is 1 (inhibitor). (6) The molecule is Cc1c(N2C(=O)CS/C2=N\N=C\c2ccc(Cl)cc2)c(=O)n(-c2ccccc2)n1C. The result is 0 (non-inhibitor). (7) The molecule is COc1ccc(CNc2ncnc3ccc(-c4ccoc4)cc23)c(OC)c1. The result is 1 (inhibitor). (8) The drug is COC(=O)c1cccc(NC(=O)Nc2ccc(Cl)c(Cl)c2)c1. The result is 1 (inhibitor).